From a dataset of Full USPTO retrosynthesis dataset with 1.9M reactions from patents (1976-2016). Predict the reactants needed to synthesize the given product. (1) Given the product [F:1][C:2]1[CH:3]=[C:4]([C:8]#[C:9][C:10]2[CH:23]=[CH:22][N:13]3[C:14](=[O:21])[C:15]([C:18]4[O:19][N:28]=[C:25]([CH3:26])[N:27]=4)=[CH:16][N:17]=[C:12]3[CH:11]=2)[CH:5]=[CH:6][CH:7]=1, predict the reactants needed to synthesize it. The reactants are: [F:1][C:2]1[CH:3]=[C:4]([C:8]#[C:9][C:10]2[CH:23]=[CH:22][N:13]3[C:14](=[O:21])[C:15]([C:18](Cl)=[O:19])=[CH:16][N:17]=[C:12]3[CH:11]=2)[CH:5]=[CH:6][CH:7]=1.Cl.[C:25]([NH2:28])(=[NH:27])[CH3:26].N1C=CC=CC=1. (2) Given the product [CH3:21][O:20][C:14]1[CH:13]=[C:12]([CH:17]=[C:16]([O:18][CH3:19])[CH:15]=1)[CH2:11][CH2:10][C:8]1[N:9]=[C:4]2[CH:3]=[C:2]([C:29]3[CH:28]=[C:27]4[C:32](=[CH:31][CH:30]=3)[N:24]([CH3:23])[N:25]=[CH:26]4)[NH:22][C:5]2=[N:6][CH:7]=1, predict the reactants needed to synthesize it. The reactants are: Br[C:2]1[NH:22][C:5]2=[N:6][CH:7]=[C:8]([CH2:10][CH2:11][C:12]3[CH:17]=[C:16]([O:18][CH3:19])[CH:15]=[C:14]([O:20][CH3:21])[CH:13]=3)[N:9]=[C:4]2[CH:3]=1.[CH3:23][N:24]1[C:32]2[C:27](=[CH:28][C:29](B3OC(C)(C)C(C)(C)O3)=[CH:30][CH:31]=2)[CH:26]=[N:25]1. (3) Given the product [ClH:1].[Cl:1][C:2]1[CH:7]=[CH:6][C:5]([C:8]([F:9])([F:10])[F:11])=[CH:4][C:3]=1[N:12]1[CH2:17][CH2:16][NH:15][CH2:14][CH2:13]1, predict the reactants needed to synthesize it. The reactants are: [Cl:1][C:2]1[CH:7]=[CH:6][C:5]([C:8]([F:11])([F:10])[F:9])=[CH:4][C:3]=1[N:12]1[CH2:17][CH2:16][N:15](C(OC(C)(C)C)=O)[CH2:14][CH2:13]1.Cl.O1CCOCC1. (4) Given the product [Cl:1][C:2]1[C:3]2[CH:13]=[CH:12][C:11](=[O:14])[N:10]([C:15]3[CH:20]=[CH:19][C:18]([F:21])=[CH:17][C:16]=3[F:22])[C:4]=2[N:5]=[C:6]([S:8]([CH3:9])=[O:31])[N:7]=1, predict the reactants needed to synthesize it. The reactants are: [Cl:1][C:2]1[C:3]2[CH:13]=[CH:12][C:11](=[O:14])[N:10]([C:15]3[CH:20]=[CH:19][C:18]([F:21])=[CH:17][C:16]=3[F:22])[C:4]=2[N:5]=[C:6]([S:8][CH3:9])[N:7]=1.C1C=C(Cl)C=C(C(OO)=[O:31])C=1. (5) Given the product [F:1][C@@H:2]1[CH2:28][C@H:5]2[C@@H:6]([C:18]3[CH:23]=[CH:22][C:21]([OH:24])=[CH:20][CH:19]=3)[O:7][C:8]3[CH:9]=[CH:10][C:11]([OH:14])=[CH:12][C:13]=3[C@H:4]2[CH2:3]1, predict the reactants needed to synthesize it. The reactants are: [F:1][CH:2]1[CH2:28][CH:5]2[CH:6]([C:18]3[CH:23]=[CH:22][C:21]([O:24]COC)=[CH:20][CH:19]=3)[O:7][C:8]3[CH:9]=[CH:10][C:11]([O:14]COC)=[CH:12][C:13]=3[CH:4]2[CH2:3]1.Cl.CCOC(C)=O.CCOC(C)=O.CCCCCC. (6) Given the product [F:1][C:2]1[CH:12]=[CH:11][CH:10]=[C:9]([F:13])[C:3]=1[C:4]([NH:6][C:7](=[O:8])[N:17]([C:16]1[CH:19]=[CH:20][C:21]([S:23][C:24]([F:33])([F:32])[CH:25]([F:31])[O:26][C:27]([F:28])([F:29])[F:30])=[CH:22][C:15]=1[F:14])[CH3:18])=[O:5], predict the reactants needed to synthesize it. The reactants are: [F:1][C:2]1[CH:12]=[CH:11][CH:10]=[C:9]([F:13])[C:3]=1[C:4]([N:6]=[C:7]=[O:8])=[O:5].[F:14][C:15]1[CH:22]=[C:21]([S:23][C:24]([F:33])([F:32])[CH:25]([F:31])[O:26][C:27]([F:30])([F:29])[F:28])[CH:20]=[CH:19][C:16]=1[NH:17][CH3:18]. (7) Given the product [CH3:14][C:13]1[N:7]([C:2]2[CH:3]=[CH:4][CH:5]=[CH:6][N:1]=2)[NH:8][C:11](=[O:10])[CH:12]=1, predict the reactants needed to synthesize it. The reactants are: [N:1]1[CH:6]=[CH:5][CH:4]=[CH:3][C:2]=1[NH:7][NH2:8].C[O:10][C:11](=O)[C:12]#[C:13][CH3:14].CC(C)([O-])C.